Dataset: Full USPTO retrosynthesis dataset with 1.9M reactions from patents (1976-2016). Task: Predict the reactants needed to synthesize the given product. (1) Given the product [C:15]([O:14][C:12]([NH:11][CH2:10][CH2:9][CH2:8][C@H:3]([NH:2][C:31]([C:29]1[S:30][C:26]([CH:25]([C:19]2[CH:24]=[CH:23][CH:22]=[CH:21][CH:20]=2)[C:34]2[CH:39]=[CH:38][CH:37]=[CH:36][CH:35]=2)=[CH:27][CH:28]=1)=[O:32])[C:4]([O:6][CH3:7])=[O:5])=[O:13])([CH3:18])([CH3:17])[CH3:16], predict the reactants needed to synthesize it. The reactants are: Cl.[NH2:2][C@@H:3]([CH2:8][CH2:9][CH2:10][NH:11][C:12]([O:14][C:15]([CH3:18])([CH3:17])[CH3:16])=[O:13])[C:4]([O:6][CH3:7])=[O:5].[C:19]1([CH:25]([C:34]2[CH:39]=[CH:38][CH:37]=[CH:36][CH:35]=2)[C:26]2[S:30][C:29]([C:31](O)=[O:32])=[CH:28][CH:27]=2)[CH:24]=[CH:23][CH:22]=[CH:21][CH:20]=1.C(N(C(C)C)CC)(C)C.CN(C(ON1N=NC2C=CC=CC1=2)=[N+](C)C)C.F[P-](F)(F)(F)(F)F. (2) Given the product [C:18]([C:2]1[CH:3]=[C:4]2[C:9]([S:10][CH2:11][CH3:12])=[C:8]([C:13]([NH2:15])=[O:14])[CH:7]=[N:6][N:5]2[CH:16]=1)#[N:19], predict the reactants needed to synthesize it. The reactants are: Br[C:2]1[CH:3]=[C:4]2[C:9]([S:10][CH2:11][CH3:12])=[C:8]([C:13]([NH2:15])=[O:14])[CH:7]=[N:6][N:5]2[CH:16]=1.[Cu][C:18]#[N:19].CCOC(C)=O.